This data is from Forward reaction prediction with 1.9M reactions from USPTO patents (1976-2016). The task is: Predict the product of the given reaction. (1) Given the reactants [OH:1][CH2:2][CH2:3][CH2:4][C:5]#[N:6].CC([O-])(C)C.[K+].COCCOC.[C:19]([O:23][C:24]([N:26]1[CH2:31][CH2:30][CH:29]([C:32]2[C:41]3[C:36](=[CH:37][C:38](F)=[CH:39][CH:40]=3)[N:35]=[CH:34][N:33]=2)[CH2:28][CH2:27]1)=[O:25])([CH3:22])([CH3:21])[CH3:20], predict the reaction product. The product is: [C:19]([O:23][C:24]([N:26]1[CH2:31][CH2:30][CH:29]([C:32]2[C:41]3[C:36](=[CH:37][C:38]([O:1][CH2:2][CH2:3][CH2:4][C:5]#[N:6])=[CH:39][CH:40]=3)[N:35]=[CH:34][N:33]=2)[CH2:28][CH2:27]1)=[O:25])([CH3:22])([CH3:20])[CH3:21]. (2) The product is: [F:9][C:3]1[CH:4]=[C:5]([CH:7]=[CH:8][C:2]=1[B:10]1[O:14][C:13]([CH3:16])([CH3:15])[C:12]([CH3:18])([CH3:17])[O:11]1)[NH2:6]. Given the reactants Br[C:2]1[CH:8]=[CH:7][C:5]([NH2:6])=[CH:4][C:3]=1[F:9].[B:10]1([B:10]2[O:14][C:13]([CH3:16])([CH3:15])[C:12]([CH3:18])([CH3:17])[O:11]2)[O:14][C:13]([CH3:16])([CH3:15])[C:12]([CH3:18])([CH3:17])[O:11]1, predict the reaction product. (3) Given the reactants FC(F)(F)C(O)=O.C(OC([N:15]1[C:20]2[CH:21]=[C:22]([Cl:25])[CH:23]=[CH:24][C:19]=2[O:18][CH:17]([CH2:26][C:27]([N:29]2[CH2:34][CH2:33][N:32]([CH2:35][C:36]3[CH:41]=[CH:40][C:39]([F:42])=[CH:38][CH:37]=3)[CH2:31][C@H:30]2[CH3:43])=[O:28])[CH2:16]1)=O)(C)(C)C, predict the reaction product. The product is: [Cl:25][C:22]1[CH:23]=[CH:24][C:19]2[O:18][CH:17]([CH2:26][C:27]([N:29]3[CH2:34][CH2:33][N:32]([CH2:35][C:36]4[CH:37]=[CH:38][C:39]([F:42])=[CH:40][CH:41]=4)[CH2:31][C@H:30]3[CH3:43])=[O:28])[CH2:16][NH:15][C:20]=2[CH:21]=1. (4) Given the reactants [CH:1]1([C:4]2[O:8][N:7]=[C:6]([C:9]3[C:14]([Cl:15])=[CH:13][CH:12]=[CH:11][C:10]=3[Cl:16])[C:5]=2[CH2:17][O:18][C:19]2[CH:24]=[CH:23][C:22]([C:25]3[CH:26]=[C:27]4[C:32](=[CH:33][CH:34]=3)[N:31]=[C:30]([C:35]([O:37]C)=[O:36])[CH:29]=[CH:28]4)=[CH:21][CH:20]=2)[CH2:3][CH2:2]1.O1CCCC1.[OH-].[Na+].Cl, predict the reaction product. The product is: [CH:1]1([C:4]2[O:8][N:7]=[C:6]([C:9]3[C:10]([Cl:16])=[CH:11][CH:12]=[CH:13][C:14]=3[Cl:15])[C:5]=2[CH2:17][O:18][C:19]2[CH:20]=[CH:21][C:22]([C:25]3[CH:26]=[C:27]4[C:32](=[CH:33][CH:34]=3)[N:31]=[C:30]([C:35]([OH:37])=[O:36])[CH:29]=[CH:28]4)=[CH:23][CH:24]=2)[CH2:2][CH2:3]1. (5) Given the reactants [CH2:1]([O:3][C:4](=[O:27])[CH2:5][O:6][C:7]1[CH:12]=[CH:11][C:10]([S:13][C:14]2[CH:19]=[C:18]([O:20][CH2:21][CH:22]3[CH2:24][CH2:23]3)[CH:17]=[C:16](Br)[CH:15]=2)=[CH:9][C:8]=1[CH3:26])[CH3:2].[CH2:28]([N:31]1[CH2:36][CH2:35][O:34][CH2:33][CH2:32]1)[C:29]#[CH:30].C(OC(=O)COC1C=CC(SC2C=C(C#CC3C=CC(CO)=CC=3)C=C(OCCC3C=CC(Cl)=CC=3)C=2)=CC=1C)C, predict the reaction product. The product is: [CH2:1]([O:3][C:4](=[O:27])[CH2:5][O:6][C:7]1[CH:12]=[CH:11][C:10]([S:13][C:14]2[CH:15]=[C:16]([C:30]#[C:29][CH2:28][N:31]3[CH2:36][CH2:35][O:34][CH2:33][CH2:32]3)[CH:17]=[C:18]([O:20][CH2:21][CH:22]3[CH2:24][CH2:23]3)[CH:19]=2)=[CH:9][C:8]=1[CH3:26])[CH3:2]. (6) Given the reactants [CH2:1]([NH2:15])[CH2:2][CH2:3][CH2:4][CH2:5][CH2:6][CH2:7][CH2:8][CH2:9][CH2:10][CH2:11][CH2:12][CH2:13][CH3:14].[C:16]([OH:20])(=[O:19])[CH:17]=[CH2:18].[CH2:21]=O, predict the reaction product. The product is: [CH2:1]([N:15]1[CH:18]=[CH:17][C:16](=[O:20])[O:19][CH2:21]1)[CH2:2][CH2:3][CH2:4][CH2:5][CH2:6][CH2:7][CH2:8][CH2:9][CH2:10][CH2:11][CH2:12][CH2:13][CH3:14]. (7) The product is: [CH3:31][N:32]1[CH2:33][CH2:34][N:35]([C:38]2[CH:44]=[CH:43][C:41]([NH:42][C:2]3[C:3]4[NH:21][N:20]=[CH:19][C:4]=4[N:5]=[C:6]([C:8]4[CH:9]=[C:10]([NH:14][S:15]([CH3:18])(=[O:17])=[O:16])[CH:11]=[CH:12][CH:13]=4)[N:7]=3)=[CH:40][CH:39]=2)[CH2:36][CH2:37]1. Given the reactants Cl[C:2]1[C:3]2[C:4](=[CH:19][N:20](CC3C=CC(OC)=CC=3)[N:21]=2)[N:5]=[C:6]([C:8]2[CH:9]=[C:10]([NH:14][S:15]([CH3:18])(=[O:17])=[O:16])[CH:11]=[CH:12][CH:13]=2)[N:7]=1.[CH3:31][N:32]1[CH2:37][CH2:36][N:35]([C:38]2[CH:44]=[CH:43][C:41]([NH2:42])=[CH:40][CH:39]=2)[CH2:34][CH2:33]1.Cl, predict the reaction product. (8) Given the reactants [CH3:1][O:2][C:3]1[CH:4]=[C:5]2[C:10](=[CH:11][C:12]=1[O:13][CH3:14])[N:9]=[CH:8][CH:7]=[C:6]2[N:15]1[CH2:21][C:20]2[CH:22]=[C:23]([C:26]3[CH:27]=[C:28]([NH2:33])[C:29]([NH2:32])=[N:30][CH:31]=3)[CH:24]=[CH:25][C:19]=2[O:18][CH2:17][CH2:16]1.[CH3:34][O:35][C:36]([NH:38][C:39](=NC(OC)=O)SC)=[O:37], predict the reaction product. The product is: [CH3:1][O:2][C:3]1[CH:4]=[C:5]2[C:10](=[CH:11][C:12]=1[O:13][CH3:14])[N:9]=[CH:8][CH:7]=[C:6]2[N:15]1[CH2:21][C:20]2[CH:22]=[C:23]([C:26]3[CH:27]=[C:28]4[NH:33][C:39]([NH:38][C:36](=[O:37])[O:35][CH3:34])=[N:32][C:29]4=[N:30][CH:31]=3)[CH:24]=[CH:25][C:19]=2[O:18][CH2:17][CH2:16]1. (9) Given the reactants [C:1]([O:6][C@@H:7]([CH2:14]/[CH:15]=[CH:16]\[CH2:17][CH2:18][CH2:19][CH2:20][CH2:21][CH2:22][CH2:23][CH:24]([OH:35])[CH2:25][CH2:26][CH2:27][CH2:28][CH2:29][CH2:30][CH2:31][CH2:32][CH2:33][CH3:34])[CH2:8][CH2:9][CH2:10][CH2:11][CH2:12][CH3:13])(=[O:5])[CH2:2][CH2:3][CH3:4].N1C=CC=CC=1.Cl[C:43](Cl)([O:45][C:46](=[O:52])OC(Cl)(Cl)Cl)Cl.[CH3:54][N:55]([CH3:60])[CH2:56][CH2:57]CO, predict the reaction product. The product is: [C:1]([O:6][C@@H:7]([CH2:14]/[CH:15]=[CH:16]\[CH2:17][CH2:18][CH2:19][CH2:20][CH2:21][CH2:22][CH2:23][CH:24]([O:35][C:46]([O:45][CH2:43][CH2:57][CH2:56][N:55]([CH3:60])[CH3:54])=[O:52])[CH2:25][CH2:26][CH2:27][CH2:28][CH2:29][CH2:30][CH2:31][CH2:32][CH2:33][CH3:34])[CH2:8][CH2:9][CH2:10][CH2:11][CH2:12][CH3:13])(=[O:5])[CH2:2][CH2:3][CH3:4].